This data is from Forward reaction prediction with 1.9M reactions from USPTO patents (1976-2016). The task is: Predict the product of the given reaction. (1) Given the reactants [CH3:1][C:2]1[CH:6]=[C:5]([CH3:7])[NH:4][C:3]=1[CH:8]=[C:9]1[C:17]2[C:12](=[CH:13][CH:14]=[CH:15][CH:16]=2)[NH:11][C:10]1=[O:18].S(Cl)([Cl:22])(=O)=O, predict the reaction product. The product is: [Cl:22][C:6]1[C:2]([CH3:1])=[C:3]([CH:8]=[C:9]2[C:17]3[C:12](=[CH:13][CH:14]=[CH:15][CH:16]=3)[NH:11][C:10]2=[O:18])[NH:4][C:5]=1[CH3:7]. (2) Given the reactants Cl[C:2]1[CH:3]=[C:4]([CH:9]=[CH:10][N:11]=1)[C:5]([O:7][CH3:8])=[O:6].[Br-].[F:13][C:14]1[CH:15]=[C:16]([CH:19]=[CH:20][C:21]=1[F:22])[CH2:17][Zn+], predict the reaction product. The product is: [F:13][C:14]1[CH:15]=[C:16]([CH:19]=[CH:20][C:21]=1[F:22])[CH2:17][C:2]1[CH:3]=[C:4]([CH:9]=[CH:10][N:11]=1)[C:5]([O:7][CH3:8])=[O:6]. (3) The product is: [C:14]([O:18][C:19]([N:21]1[CH2:26][CH2:25][CH:24]([NH:27][C:2]2[N:7]=[CH:6][C:5]([C:8]3[CH:13]=[CH:12][CH:11]=[CH:10][CH:9]=3)=[CH:4][N:3]=2)[CH2:23][CH2:22]1)=[O:20])([CH3:17])([CH3:15])[CH3:16]. Given the reactants Cl[C:2]1[N:7]=[CH:6][C:5]([C:8]2[CH:13]=[CH:12][CH:11]=[CH:10][CH:9]=2)=[CH:4][N:3]=1.[C:14]([O:18][C:19]([N:21]1[CH2:26][CH2:25][CH:24]([NH2:27])[CH2:23][CH2:22]1)=[O:20])([CH3:17])([CH3:16])[CH3:15].C(N(CC)CC)C, predict the reaction product. (4) Given the reactants [CH3:1][O:2][CH2:3][C@@H:4]([O:6][C:7]1[CH:8]=[C:9]([CH:13]=[C:14]([O:16][CH2:17][C:18]2[CH:23]=[CH:22][CH:21]=[CH:20][CH:19]=2)[CH:15]=1)[C:10]([OH:12])=O)[CH3:5].[CH3:24][N:25]1[C:29]([CH3:30])=[CH:28][C:27]([NH2:31])=[N:26]1.CCN(C(C)C)C(C)C.CN(C(ON1N=NC2C=CC=NC1=2)=[N+](C)C)C.F[P-](F)(F)(F)(F)F, predict the reaction product. The product is: [CH3:24][N:25]1[C:29]([CH3:30])=[CH:28][C:27]([NH:31][C:10](=[O:12])[C:9]2[CH:13]=[C:14]([O:16][CH2:17][C:18]3[CH:23]=[CH:22][CH:21]=[CH:20][CH:19]=3)[CH:15]=[C:7]([O:6][C@@H:4]([CH3:5])[CH2:3][O:2][CH3:1])[CH:8]=2)=[N:26]1. (5) The product is: [C:16]([O:20][C:21](=[O:33])[NH:22][C@H:23]([CH2:26][C:27]1[CH:28]=[N:29][CH:30]=[CH:31][CH:32]=1)[CH2:24][N:13]1[CH2:14][CH2:15][CH:10]([C:8](=[O:9])[C:5]2[CH:6]=[CH:7][C:2]([F:1])=[CH:3][CH:4]=2)[CH2:11][CH2:12]1)([CH3:17])([CH3:18])[CH3:19]. Given the reactants [F:1][C:2]1[CH:7]=[CH:6][C:5]([C:8]([CH:10]2[CH2:15][CH2:14][NH:13][CH2:12][CH2:11]2)=[O:9])=[CH:4][CH:3]=1.[C:16]([O:20][C:21](=[O:33])[NH:22][C@H:23]([CH2:26][C:27]1[CH:28]=[N:29][CH:30]=[CH:31][CH:32]=1)[CH2:24]Br)([CH3:19])([CH3:18])[CH3:17].N12CCCN=C1CCCCC2.C(OC(=O)C)C, predict the reaction product. (6) Given the reactants [OH:1][C@@H:2]1[C@H:10]2[C@@:6]([CH3:15])([C@@H:7]([C@H:11]([CH3:14])C=O)[CH2:8][CH2:9]2)[CH2:5][CH2:4][CH2:3]1.O.O.P([O-])(O)(O)=O.[Na+].ClC1C=CC=C([C:31]([O:33]O)=[O:32])C=1, predict the reaction product. The product is: [CH:31]([O:33][C@H:11]([C@@H:7]1[C@:6]2([CH3:15])[C@H:10]([C@@H:2]([OH:1])[CH2:3][CH2:4][CH2:5]2)[CH2:9][CH2:8]1)[CH3:14])=[O:32]. (7) Given the reactants [Si:1]([O:8][C@@H:9]([CH2:35][C@H:36]([OH:63])[C:37]#[C:38][C@H:39]([CH3:62])[C@H:40]([O:54][Si:55]([C:58]([CH3:61])([CH3:60])[CH3:59])([CH3:57])[CH3:56])[C@@H:41]([CH3:53])[CH2:42][CH2:43][CH2:44][O:45][Si:46]([C:49]([CH3:52])([CH3:51])[CH3:50])([CH3:48])[CH3:47])[C@H:10]([CH3:34])/[CH:11]=[CH:12]/[CH2:13][O:14][C:15]([C:28]1[CH:33]=[CH:32][CH:31]=[CH:30][CH:29]=1)([C:22]1[CH:27]=[CH:26][CH:25]=[CH:24][CH:23]=1)[C:16]1[CH:21]=[CH:20][CH:19]=[CH:18][CH:17]=1)([C:4]([CH3:7])([CH3:6])[CH3:5])([CH3:3])[CH3:2], predict the reaction product. The product is: [Si:1]([O:8][C@@H:9]([CH2:35][C@H:36]([OH:63])/[CH:37]=[CH:38]\[C@H:39]([CH3:62])[C@H:40]([O:54][Si:55]([C:58]([CH3:59])([CH3:61])[CH3:60])([CH3:57])[CH3:56])[C@@H:41]([CH3:53])[CH2:42][CH2:43][CH2:44][O:45][Si:46]([C:49]([CH3:50])([CH3:51])[CH3:52])([CH3:48])[CH3:47])[C@H:10]([CH3:34])/[CH:11]=[CH:12]/[CH2:13][O:14][C:15]([C:28]1[CH:33]=[CH:32][CH:31]=[CH:30][CH:29]=1)([C:22]1[CH:23]=[CH:24][CH:25]=[CH:26][CH:27]=1)[C:16]1[CH:17]=[CH:18][CH:19]=[CH:20][CH:21]=1)([C:4]([CH3:5])([CH3:6])[CH3:7])([CH3:3])[CH3:2].